This data is from Peptide-MHC class II binding affinity with 134,281 pairs from IEDB. The task is: Regression. Given a peptide amino acid sequence and an MHC pseudo amino acid sequence, predict their binding affinity value. This is MHC class II binding data. (1) The peptide sequence is NPIASTNDDEVLIEV. The MHC is DRB1_0405 with pseudo-sequence DRB1_0405. The binding affinity (normalized) is 0.0531. (2) The peptide sequence is YKPVSQLRLATPLLLRPL. The MHC is H-2-IAb with pseudo-sequence H-2-IAb. The binding affinity (normalized) is 0.640.